From a dataset of NCI-60 drug combinations with 297,098 pairs across 59 cell lines. Regression. Given two drug SMILES strings and cell line genomic features, predict the synergy score measuring deviation from expected non-interaction effect. (1) Drug 1: C1=CN(C(=O)N=C1N)C2C(C(C(O2)CO)O)O.Cl. Synergy scores: CSS=34.6, Synergy_ZIP=1.90, Synergy_Bliss=4.50, Synergy_Loewe=1.37, Synergy_HSA=1.70. Drug 2: CS(=O)(=O)CCNCC1=CC=C(O1)C2=CC3=C(C=C2)N=CN=C3NC4=CC(=C(C=C4)OCC5=CC(=CC=C5)F)Cl. Cell line: HCT-15. (2) Drug 1: CCC(=C(C1=CC=CC=C1)C2=CC=C(C=C2)OCCN(C)C)C3=CC=CC=C3.C(C(=O)O)C(CC(=O)O)(C(=O)O)O. Drug 2: CC1C(C(CC(O1)OC2CC(CC3=C2C(=C4C(=C3O)C(=O)C5=C(C4=O)C(=CC=C5)OC)O)(C(=O)CO)O)N)O.Cl. Cell line: IGROV1. Synergy scores: CSS=30.2, Synergy_ZIP=-3.08, Synergy_Bliss=-1.20, Synergy_Loewe=-14.1, Synergy_HSA=0.521.